From a dataset of Full USPTO retrosynthesis dataset with 1.9M reactions from patents (1976-2016). Predict the reactants needed to synthesize the given product. (1) The reactants are: [F:1][C:2]1[CH:3]=[C:4]([N:9]2[CH2:13][CH2:12][CH2:11][C@@H:10]2[C:14]2[CH:15]=[C:16]([C:31]([OH:33])=O)[CH:17]=[C:18]3[C:23]=2[O:22][C:21]([N:24]2[CH2:29][CH2:28][O:27][CH2:26][CH2:25]2)=[CH:20][C:19]3=[O:30])[CH:5]=[C:6]([F:8])[CH:7]=1.CCN(C(C)C)C(C)C.[CH3:43][N:44]1[CH2:49][CH2:48][NH:47][CH2:46][CH2:45]1. Given the product [F:8][C:6]1[CH:5]=[C:4]([N:9]2[CH2:13][CH2:12][CH2:11][C@@H:10]2[C:14]2[CH:15]=[C:16]([C:31]([N:47]3[CH2:48][CH2:49][N:44]([CH3:43])[CH2:45][CH2:46]3)=[O:33])[CH:17]=[C:18]3[C:23]=2[O:22][C:21]([N:24]2[CH2:29][CH2:28][O:27][CH2:26][CH2:25]2)=[CH:20][C:19]3=[O:30])[CH:3]=[C:2]([F:1])[CH:7]=1, predict the reactants needed to synthesize it. (2) Given the product [N:1]1([C:6]2[CH:7]=[CH:8][C:9]([O:10][CH2:11][CH2:12][C@@H:13]3[CH2:15][C@@H:14]3[CH:16]3[CH2:21][CH2:20][NH:19][CH2:18][CH2:17]3)=[CH:32][CH:33]=2)[CH:5]=[N:4][N:3]=[N:2]1, predict the reactants needed to synthesize it. The reactants are: [N:1]1([C:6]2[CH:33]=[CH:32][C:9]([O:10][CH2:11][CH2:12][C@@H:13]3[CH2:15][C@@H:14]3[CH:16]3[CH2:21][CH2:20][N:19](C(OCC4C=CC=CC=4)=O)[CH2:18][CH2:17]3)=[CH:8][CH:7]=2)[CH:5]=[N:4][N:3]=[N:2]1. (3) Given the product [CH3:1][CH:2]1[CH2:18][CH2:17][C:5]2=[N:6][C:7]3[C:8]([NH2:30])=[N:9][C:10]4[C:15]([C:16]=3[N:4]2[NH:3]1)=[CH:14][CH:13]=[CH:12][CH:11]=4, predict the reactants needed to synthesize it. The reactants are: [CH3:1][CH:2]1[CH2:18][CH2:17][C:5]2=[N:6][C:7]3[CH:8]=[N:9][C:10]4[C:15]([C:16]=3[N:4]2[NH:3]1)=[CH:14][CH:13]=[CH:12][CH:11]=4.ClC1C=C(C=CC=1)C(OO)=O.[NH4+:30].[OH-].C1(C)C=CC(S(Cl)(=O)=O)=CC=1. (4) Given the product [Cl:7][C:8]1[C:9]([O:38][C:26]2[CH:27]=[N:28][C:29]([O:30][CH2:31][C:32]([F:36])([F:37])[CH:33]([F:35])[F:34])=[C:24]([Cl:23])[CH:25]=2)=[CH:10][C:11]([F:21])=[C:12]([CH:20]=1)[C:13]([O:15][C:16]([CH3:19])([CH3:18])[CH3:17])=[O:14], predict the reactants needed to synthesize it. The reactants are: C(=O)([O-])[O-].[K+].[K+].[Cl:7][C:8]1[C:9](F)=[CH:10][C:11]([F:21])=[C:12]([CH:20]=1)[C:13]([O:15][C:16]([CH3:19])([CH3:18])[CH3:17])=[O:14].[Cl:23][C:24]1[CH:25]=[C:26]([OH:38])[CH:27]=[N:28][C:29]=1[O:30][CH2:31][C:32]([F:37])([F:36])[CH:33]([F:35])[F:34].COC(C)(C)C.